This data is from Reaction yield outcomes from USPTO patents with 853,638 reactions. The task is: Predict the reaction yield, written as a fraction of the theoretical maximum amount of product (1.0 means a 100% yield; for example, 0.34 means a 34% yield). (1) The reactants are [CH3:1][O:2][C:3](=[O:41])[C:4]1[CH:9]=[CH:8][C:7]([O:10][CH2:11][CH2:12][C:13]2[C:21]3[C:16](=[CH:17][CH:18]=[C:19]([Cl:22])[CH:20]=3)[N:15]([CH:23]([C:30]3[CH:35]=[CH:34][CH:33]=[CH:32][CH:31]=3)[C:24]3[CH:29]=[CH:28][CH:27]=[CH:26][CH:25]=3)[C:14]=2[CH2:36][CH2:37][C:38](O)=[O:39])=[CH:6][CH:5]=1.C(Cl)(=O)C(Cl)=O. The catalyst is C(Cl)Cl. The product is [CH3:1][O:2][C:3](=[O:41])[C:4]1[CH:5]=[CH:6][C:7]([O:10][CH2:11][CH2:12][C:13]2[C:21]3[C:16](=[CH:17][CH:18]=[C:19]([Cl:22])[CH:20]=3)[N:15]([CH:23]([C:30]3[CH:31]=[CH:32][CH:33]=[CH:34][CH:35]=3)[C:24]3[CH:29]=[CH:28][CH:27]=[CH:26][CH:25]=3)[C:14]=2[CH2:36][CH2:37][CH2:38][OH:39])=[CH:8][CH:9]=1. The yield is 0.830. (2) The reactants are [CH3:1][C:2]1[O:6][N:5]=[C:4]([C:7]2[CH:12]=[CH:11][CH:10]=[CH:9][N:8]=2)[C:3]=1[CH2:13][OH:14].[CH3:15][O:16][C:17]([C:19]1[O:23][NH:22][C:21](=O)[CH:20]=1)=[O:18].C1(P(C2C=CC=CC=2)C2C=CC=CC=2)C=CC=CC=1.N(C(OCC)=O)=NC(OCC)=O. The catalyst is C1COCC1. The product is [CH3:15][O:16][C:17]([C:19]1[O:23][N:22]=[C:21]([O:14][CH2:13][C:3]2[C:4]([C:7]3[CH:12]=[CH:11][CH:10]=[CH:9][N:8]=3)=[N:5][O:6][C:2]=2[CH3:1])[CH:20]=1)=[O:18]. The yield is 0.570. (3) The reactants are [CH3:1][C:2]1[CH:7]=[CH:6][C:5]([C:8]([N:10]2[CH2:15][CH2:14][O:13][CH2:12][CH2:11]2)=[O:9])=[C:4]([CH2:16][N:17]2[CH2:22][CH2:21][NH:20][CH2:19][CH2:18]2)[CH:3]=1.[C:23](=O)([O:32]N1C(=O)CCC1=O)[O:24][N:25]1[C:29](=[O:30])[CH2:28][CH2:27][C:26]1=[O:31].C(N(CC)CC)C. The catalyst is C(#N)C. The product is [CH3:1][C:2]1[CH:7]=[CH:6][C:5]([C:8]([N:10]2[CH2:11][CH2:12][O:13][CH2:14][CH2:15]2)=[O:9])=[C:4]([CH2:16][N:17]2[CH2:22][CH2:21][N:20]([C:23]([O:24][N:25]3[C:29](=[O:30])[CH2:28][CH2:27][C:26]3=[O:31])=[O:32])[CH2:19][CH2:18]2)[CH:3]=1. The yield is 0.560. (4) The reactants are Br[C:2]1[S:3][CH:4]=[C:5]([Br:7])[CH:6]=1.[CH3:8][O:9][C:10]1[CH:11]=[C:12](B(O)O)[CH:13]=[CH:14][CH:15]=1. The catalyst is CCCCCC.C(OCC)(=O)C. The product is [Br:7][C:5]1[CH:6]=[C:2]([C:14]2[CH:13]=[CH:12][CH:11]=[C:10]([O:9][CH3:8])[CH:15]=2)[S:3][CH:4]=1. The yield is 0.720. (5) The yield is 0.490. The product is [CH3:1][C@@:2]1([CH2:13][N:14]2[CH2:19][CH2:18][N:17]([CH:20]3[CH2:25][CH2:24][N:23]([CH2:26][CH:50]=[CH:49][C:46]4[CH:45]=[CH:44][C:43]([O:42][C:41]([F:40])([F:53])[F:54])=[CH:48][CH:47]=4)[CH2:22][CH2:21]3)[CH2:16][CH2:15]2)[O:6][C:5]2=[N:7][C:8]([N+:10]([O-:12])=[O:11])=[CH:9][N:4]2[CH2:3]1. The reactants are [CH3:1][C@@:2]1([CH2:13][N:14]2[CH2:19][CH2:18][N:17]([CH:20]3[CH2:25][CH2:24][N:23]([C:26](OC(C)(C)C)=O)[CH2:22][CH2:21]3)[CH2:16][CH2:15]2)[O:6][C:5]2=[N:7][C:8]([N+:10]([O-:12])=[O:11])=[CH:9][N:4]2[CH2:3]1.FC(F)(F)C(O)=O.[F:40][C:41]([F:54])([F:53])[O:42][C:43]1[CH:48]=[CH:47][C:46]([CH:49]=[CH:50]C=O)=[CH:45][CH:44]=1.C(O[BH-](OC(=O)C)OC(=O)C)(=O)C.[Na+]. The catalyst is C(Cl)Cl. (6) The reactants are Br[C:2]1[CH:7]=[CH:6][C:5]([N:8]2[C:12](=[O:13])[NH:11][N:10]=[C:9]2[CH2:14][C@@H:15]2[CH2:19][CH2:18][N:17]([C:20]([O:22][C:23]([CH3:26])([CH3:25])[CH3:24])=[O:21])[CH2:16]2)=[CH:4][CH:3]=1.CC1(C)C(C)(C)OB([C:35]2[CH:36]=[CH:37][C:38]3[O:42][CH:41]=[CH:40][C:39]=3[CH:43]=2)O1.C(=O)(O)[O-].[Na+]. The catalyst is O1CCOCC1.O.C(OCC)(=O)C. The product is [O:42]1[C:38]2[CH:37]=[CH:36][C:35]([C:2]3[CH:7]=[CH:6][C:5]([N:8]4[C:12](=[O:13])[NH:11][N:10]=[C:9]4[CH2:14][C@@H:15]4[CH2:19][CH2:18][N:17]([C:20]([O:22][C:23]([CH3:26])([CH3:25])[CH3:24])=[O:21])[CH2:16]4)=[CH:4][CH:3]=3)=[CH:43][C:39]=2[CH:40]=[CH:41]1. The yield is 0.960. (7) The reactants are [OH:1][C:2]1[CH:10]=[C:9]([F:11])[CH:8]=[CH:7][C:3]=1[C:4](O)=O.[NH2:12][C:13]1[CH:18]=[CH:17][C:16]([O:19][CH3:20])=[CH:15][C:14]=1[SH:21].C([O-])(O)=O.[Na+]. No catalyst specified. The yield is 0.230. The product is [CH3:20][O:19][C:16]1[CH:17]=[CH:18][C:13]2[N:12]=[C:4]([C:3]3[CH:7]=[CH:8][C:9]([F:11])=[CH:10][C:2]=3[OH:1])[S:21][C:14]=2[CH:15]=1. (8) The reactants are C(OC([N:8]1[CH2:13][CH2:12][N:11]([C:14]2[N:15]=[N:16][C:17]([C:27]([F:30])([F:29])[F:28])=[C:18]([C:20]3[CH:25]=[CH:24][C:23]([F:26])=[CH:22][CH:21]=3)[CH:19]=2)[CH2:10][CH2:9]1)=O)(C)(C)C. The catalyst is CO. The product is [F:26][C:23]1[CH:24]=[CH:25][C:20]([C:18]2[CH:19]=[C:14]([N:11]3[CH2:10][CH2:9][NH:8][CH2:13][CH2:12]3)[N:15]=[N:16][C:17]=2[C:27]([F:30])([F:28])[F:29])=[CH:21][CH:22]=1. The yield is 0.530. (9) The reactants are [CH3:1][S:2][C:3]1[CH:18]=[CH:17][C:6]([O:7][C:8]2[CH:13]=[CH:12][C:11]([N+:14]([O-:16])=[O:15])=[CH:10][CH:9]=2)=[CH:5][CH:4]=1.C1C=C(Cl)C=C(C(OO)=[O:27])C=1.[OH-:30].[Na+]. The catalyst is ClCCl. The product is [CH3:1][S:2]([C:3]1[CH:18]=[CH:17][C:6]([O:7][C:8]2[CH:13]=[CH:12][C:11]([N+:14]([O-:16])=[O:15])=[CH:10][CH:9]=2)=[CH:5][CH:4]=1)(=[O:27])=[O:30]. The yield is 1.00.